This data is from NCI-60 drug combinations with 297,098 pairs across 59 cell lines. The task is: Regression. Given two drug SMILES strings and cell line genomic features, predict the synergy score measuring deviation from expected non-interaction effect. (1) Drug 1: CN1C(=O)N2C=NC(=C2N=N1)C(=O)N. Drug 2: CCN(CC)CCCC(C)NC1=C2C=C(C=CC2=NC3=C1C=CC(=C3)Cl)OC. Cell line: NCI-H522. Synergy scores: CSS=3.60, Synergy_ZIP=-5.19, Synergy_Bliss=-0.688, Synergy_Loewe=-1.18, Synergy_HSA=-1.13. (2) Drug 2: COCCOC1=C(C=C2C(=C1)C(=NC=N2)NC3=CC=CC(=C3)C#C)OCCOC.Cl. Synergy scores: CSS=39.9, Synergy_ZIP=-4.22, Synergy_Bliss=3.38, Synergy_Loewe=6.78, Synergy_HSA=7.55. Cell line: NCI-H522. Drug 1: CC1C(C(CC(O1)OC2CC(CC3=C2C(=C4C(=C3O)C(=O)C5=C(C4=O)C(=CC=C5)OC)O)(C(=O)C)O)N)O.Cl. (3) Drug 1: C1=NC2=C(N=C(N=C2N1C3C(C(C(O3)CO)O)O)F)N. Drug 2: CN(CCCl)CCCl.Cl. Cell line: SK-MEL-2. Synergy scores: CSS=11.4, Synergy_ZIP=-3.24, Synergy_Bliss=-5.21, Synergy_Loewe=-6.17, Synergy_HSA=-3.59. (4) Drug 1: C1CCC(CC1)NC(=O)N(CCCl)N=O. Drug 2: CC1=C(C(=CC=C1)Cl)NC(=O)C2=CN=C(S2)NC3=CC(=NC(=N3)C)N4CCN(CC4)CCO. Cell line: SK-MEL-28. Synergy scores: CSS=16.5, Synergy_ZIP=1.17, Synergy_Bliss=6.42, Synergy_Loewe=2.07, Synergy_HSA=2.74. (5) Drug 1: CC(CN1CC(=O)NC(=O)C1)N2CC(=O)NC(=O)C2. Drug 2: C1CC(=O)NC(=O)C1N2C(=O)C3=CC=CC=C3C2=O. Cell line: DU-145. Synergy scores: CSS=15.6, Synergy_ZIP=-5.66, Synergy_Bliss=1.82, Synergy_Loewe=-1.08, Synergy_HSA=1.67. (6) Drug 2: CS(=O)(=O)OCCCCOS(=O)(=O)C. Drug 1: C1=CN(C(=O)N=C1N)C2C(C(C(O2)CO)O)O.Cl. Cell line: PC-3. Synergy scores: CSS=5.99, Synergy_ZIP=-4.36, Synergy_Bliss=-1.19, Synergy_Loewe=-0.699, Synergy_HSA=-0.124. (7) Drug 1: C1=NC(=NC(=O)N1C2C(C(C(O2)CO)O)O)N. Drug 2: CC1=C(N=C(N=C1N)C(CC(=O)N)NCC(C(=O)N)N)C(=O)NC(C(C2=CN=CN2)OC3C(C(C(C(O3)CO)O)O)OC4C(C(C(C(O4)CO)O)OC(=O)N)O)C(=O)NC(C)C(C(C)C(=O)NC(C(C)O)C(=O)NCCC5=NC(=CS5)C6=NC(=CS6)C(=O)NCCC[S+](C)C)O. Cell line: SNB-75. Synergy scores: CSS=16.7, Synergy_ZIP=-7.40, Synergy_Bliss=-0.175, Synergy_Loewe=-1.58, Synergy_HSA=1.99. (8) Drug 1: C1CCN(CC1)CCOC2=CC=C(C=C2)C(=O)C3=C(SC4=C3C=CC(=C4)O)C5=CC=C(C=C5)O. Drug 2: CC1C(C(CC(O1)OC2CC(CC3=C2C(=C4C(=C3O)C(=O)C5=C(C4=O)C(=CC=C5)OC)O)(C(=O)CO)O)N)O.Cl. Cell line: SN12C. Synergy scores: CSS=43.1, Synergy_ZIP=-0.106, Synergy_Bliss=-2.04, Synergy_Loewe=-0.182, Synergy_HSA=-0.0734.